Predict which catalyst facilitates the given reaction. From a dataset of Catalyst prediction with 721,799 reactions and 888 catalyst types from USPTO. Reactant: [F:1][C:2]([F:7])([F:6])[C:3]([OH:5])=[O:4].[NH2:8][C@H:9]1[CH2:13][C@@H:12]([N:14]2[CH:22]=[N:21][C:20]3[C:15]2=[N:16][C:17]([Cl:24])=[N:18][C:19]=3[NH2:23])[C@H:11]([OH:25])[C@@H:10]1[OH:26].C(N(C(C)C)CC)(C)C.[S:36](Cl)([CH3:39])(=[O:38])=[O:37]. Product: [F:1][C:2]([F:7])([F:6])[C:3]([OH:5])=[O:4].[NH2:23][C:19]1[N:18]=[C:17]([Cl:24])[N:16]=[C:15]2[C:20]=1[N:21]=[CH:22][N:14]2[C@@H:12]1[CH2:13][C@H:9]([NH:8][S:36]([CH3:39])(=[O:38])=[O:37])[C@@H:10]([OH:26])[C@H:11]1[OH:25]. The catalyst class is: 1.